Dataset: Full USPTO retrosynthesis dataset with 1.9M reactions from patents (1976-2016). Task: Predict the reactants needed to synthesize the given product. (1) Given the product [C:1]([C@H:3]1[C@H:8]2[CH2:9][C@H:7]2[C@H:6]2[C@H:10]3[C@H:20]([CH2:21][CH2:22][C@:4]12[CH3:5])[C@:18]1([CH3:19])[C:13](=[CH:14][C:15](=[O:23])[CH2:16][CH2:17]1)[C@H:12]([CH2:29][OH:30])[CH2:11]3)#[N:2], predict the reactants needed to synthesize it. The reactants are: [C:1]([C@H:3]1[C@H:8]2[CH2:9][C@H:7]2[C@H:6]2[C@H:10]3[C@H:20]([CH2:21][CH2:22][C@:4]12[CH3:5])[C@:18]1([CH3:19])[C:13](=[CH:14][C:15](=[O:23])[CH2:16][CH2:17]1)[CH2:12][CH2:11]3)#[N:2].N1CCCC1.[CH3:29][OH:30]. (2) The reactants are: [Br:1][C:2]1[CH:3]=[C:4]2[C:9](=[CH:10][CH:11]=1)[C:8](=[O:12])[N:7]([CH2:13][C:14]1[CH:19]=[CH:18][C:17]([S:20]([CH3:23])(=[O:22])=[O:21])=[CH:16][CH:15]=1)[C:6]([C:24](=[O:27])[CH2:25]Br)=[C:5]2[C:28]1[CH:33]=[CH:32][CH:31]=[CH:30][CH:29]=1.[C:34]([NH2:37])(=S)[CH3:35].O.C(=O)([O-])O.[Na+]. Given the product [NH2:37]/[C:34](/[CH3:35])=[CH:25]\[C:24]([C:6]1[N:7]([CH2:13][C:14]2[CH:15]=[CH:16][C:17]([S:20]([CH3:23])(=[O:22])=[O:21])=[CH:18][CH:19]=2)[C:8](=[O:12])[C:9]2[C:4]([C:5]=1[C:28]1[CH:29]=[CH:30][CH:31]=[CH:32][CH:33]=1)=[CH:3][C:2]([Br:1])=[CH:11][CH:10]=2)=[O:27], predict the reactants needed to synthesize it.